This data is from Forward reaction prediction with 1.9M reactions from USPTO patents (1976-2016). The task is: Predict the product of the given reaction. (1) The product is: [Cl:33][C:34]1[CH:39]=[C:38]([N:40]([CH2:49][O:50][CH2:51][CH2:52][Si:53]([CH3:56])([CH3:55])[CH3:54])[CH2:41][O:42][CH2:43][CH2:44][Si:45]([CH3:48])([CH3:46])[CH3:47])[N:37]2[N:57]=[CH:58][C:59]([C:10]3[CH:9]=[N:8][C:7]([C:1]4[CH:2]=[CH:3][CH:4]=[CH:5][CH:6]=4)=[CH:12][CH:11]=3)=[C:36]2[N:35]=1. Given the reactants [C:1]1([C:7]2[CH:12]=[CH:11][C:10](B3OC(C)(C)C(C)(C)O3)=[CH:9][N:8]=2)[CH:6]=[CH:5][CH:4]=[CH:3][CH:2]=1.[O-]P([O-])([O-])=O.[K+].[K+].[K+].C(Cl)Cl.[Cl:33][C:34]1[CH:39]=[C:38]([N:40]([CH2:49][O:50][CH2:51][CH2:52][Si:53]([CH3:56])([CH3:55])[CH3:54])[CH2:41][O:42][CH2:43][CH2:44][Si:45]([CH3:48])([CH3:47])[CH3:46])[N:37]2[N:57]=[CH:58][C:59](I)=[C:36]2[N:35]=1, predict the reaction product. (2) The product is: [CH3:21][N:22]([CH2:2][C:3]1[CH:8]=[C:7]([C:9]([O:11][CH3:12])=[O:10])[CH:6]=[CH:5][C:4]=1[C:13]1[CH:18]=[CH:17][CH:16]=[CH:15][C:14]=1[CH3:19])[CH3:23]. Given the reactants O[CH2:2][C:3]1[CH:8]=[C:7]([C:9]([O:11][CH3:12])=[O:10])[CH:6]=[CH:5][C:4]=1[C:13]1[CH:18]=[CH:17][CH:16]=[CH:15][C:14]=1[CH3:19].C[CH2:21][N:22](C(C)C)[CH:23](C)C.CS(Cl)(=O)=O.CNC.C1COCC1, predict the reaction product. (3) Given the reactants [Cl:1][C:2]1[S:6][C:5]([C:7]([OH:9])=O)=[CH:4][C:3]=1[C:10]1[N:14]([CH3:15])[N:13]=[CH:12][C:11]=1[Cl:16].[NH2:17][C@@H:18]([CH2:31][C:32]1[CH:37]=[C:36]([F:38])[CH:35]=[CH:34][C:33]=1[F:39])[CH2:19][N:20]1[C:28](=[O:29])[C:27]2[C:22](=[CH:23][CH:24]=[CH:25][CH:26]=2)[C:21]1=[O:30].FC1C=CC=C(F)C=1C[C@@H](C(O)=O)N.C1CN([P+](Br)(N2CCCC2)N2CCCC2)CC1.F[P-](F)(F)(F)(F)F.CCN(C(C)C)C(C)C, predict the reaction product. The product is: [Cl:1][C:2]1[S:6][C:5]([C:7]([NH:17][C@H:18]([CH2:19][N:20]2[C:28](=[O:29])[C:27]3[C:22](=[CH:23][CH:24]=[CH:25][CH:26]=3)[C:21]2=[O:30])[CH2:31][C:32]2[CH:37]=[C:36]([F:38])[CH:35]=[CH:34][C:33]=2[F:39])=[O:9])=[CH:4][C:3]=1[C:10]1[N:14]([CH3:15])[N:13]=[CH:12][C:11]=1[Cl:16]. (4) Given the reactants [NH:1]1[CH2:4][CH:3]([C:5]2[O:9][N:8]=[C:7]([C:10]3[N:15]=[C:14]([N:16]([CH3:23])[C:17]4[CH:22]=[CH:21][CH:20]=[CH:19][CH:18]=4)[N:13]=[C:12]([NH2:24])[N:11]=3)[N:6]=2)[CH2:2]1.FC(F)(F)[CH2:27][CH:28]=[O:29].C(O)(=O)C.C(O[BH-](OC(=O)C)OC(=O)C)(=O)C.[Na+], predict the reaction product. The product is: [NH2:24][C:12]1[N:13]=[C:14]([N:16]([CH3:23])[C:17]2[CH:22]=[CH:21][CH:20]=[CH:19][CH:18]=2)[N:15]=[C:10]([C:7]2[N:6]=[C:5]([CH:3]3[CH2:2][N:1]([C:28](=[O:29])[CH3:27])[CH2:4]3)[O:9][N:8]=2)[N:11]=1. (5) Given the reactants [O:1]=[CH:2][C@@H:3]([C@@H:5]([C@@H:7]([CH2:9][OH:10])[OH:8])[OH:6])[OH:4].[C:11]([O-])(=O)C.[Na+], predict the reaction product. The product is: [CH3:11][O:1][CH:2]1[O:8][C@H:7]([CH2:9][OH:10])[C@@H:5]([OH:6])[C@H:3]1[OH:4]. (6) Given the reactants [C:1]1([C:7]2[N:12]=[C:11]([C:13]3[CH:18]=[CH:17][CH:16]=[CH:15][CH:14]=3)[N:10]=[C:9]([C:19]3[CH:24]=[C:23]([C:25]4[C:26]5[C:31]([C:32]6[CH:33]=[CH:34][CH:35]=[CH:36][C:37]=6[CH:38]=4)=[CH:30][CH:29]=[CH:28][CH:27]=5)[CH:22]=[C:21](B4OC(C)(C)C(C)(C)O4)[CH:20]=3)[N:8]=2)[CH:6]=[CH:5][CH:4]=[CH:3][CH:2]=1.Br[C:49]1[CH:54]=[CH:53][CH:52]=[C:51]([CH3:55])[N:50]=1.C1(P(C2CCCCC2)C2C=CC=CC=2C2C(C(C)C)=CC(C(C)C)=CC=2C(C)C)CCCCC1.C(=O)([O-])[O-].[K+].[K+], predict the reaction product. The product is: [C:13]1([C:11]2[N:12]=[C:7]([C:1]3[CH:6]=[CH:5][CH:4]=[CH:3][CH:2]=3)[N:8]=[C:9]([C:19]3[CH:24]=[C:23]([C:25]4[C:26]5[C:31]([C:32]6[CH:33]=[CH:34][CH:35]=[CH:36][C:37]=6[CH:38]=4)=[CH:30][CH:29]=[CH:28][CH:27]=5)[CH:22]=[C:21]([C:49]4[CH:54]=[CH:53][CH:52]=[C:51]([CH3:55])[N:50]=4)[CH:20]=3)[N:10]=2)[CH:14]=[CH:15][CH:16]=[CH:17][CH:18]=1. (7) Given the reactants [OH:1][CH2:2][C:3]([CH2:8][OH:9])([CH2:6][OH:7])[CH2:4][OH:5].[CH:10]1[CH:15]=[CH:14][CH:14]=[CH:15][CH:10]=1.[O:16]1CC[O:16][CH2:17][CH2:17]1.[CH:22]1C=CC=CC=1, predict the reaction product. The product is: [OH:1][CH2:2][C:3]1([CH2:8][OH:9])[CH2:6][O:7][CH:22]([C:15]([CH3:14])([CH3:10])[CH2:17][OH:16])[O:5][CH2:4]1.